Task: Regression. Given a target protein amino acid sequence and a drug SMILES string, predict the binding affinity score between them. We predict pKi (pKi = -log10(Ki in M); higher means stronger inhibition). Dataset: bindingdb_ki.. Dataset: Drug-target binding data from BindingDB using Ki measurements (1) The pKi is 9.2. The drug is CC(=O)N[C@@H]1[C@@H](N=C(N)N)C=C(C(=O)O)O[C@H]1[C@H](O)[C@H](O)CO. The target protein sequence is MNPNQKIITIGSICMVVGIVSLMLQIGNMISIWVSHSIQTGNQHQAEPIRNTNFLTENAVASVTLAGNSSLCPIRGWAVHSKDNSIRIGSKGDVFVIREPFISCSHLECRTFFLTQGALLNDKHSNGTVKDRSPHRTLMSCPVGEAPSPYNSRFESVAWSASACHDGTSWLTIGISGPDNGAVAVLKYNGIITDTIKSWRNNILRTQESECACVNGSCFTVMTDGPSNGQASYKIFKMEKGKVVKSVELNAPNYHYEECSCYPDAGEIICVCRDNWHGSNRPWVSFNQNLEYQIGYICSGVFGDNPRPNDGTGSCGPVSPNGAYGIKGFSFKYGNGVWIGRTKSTNSRSGFEMIWDPNGWTGTDSNFSMKQDIVAITDWSGYSGSFVQHPELTGLDCIRPCFWVELIRGRPKESTIWTSGSSISFCGVNSDTVSWSWPDGAELPFTIDK. (2) The compound is COc1cc2nc(N3CCN(C(=O)c4ccco4)CC3)nc(N)c2cc1OC. The target protein sequence is MNPDLDTGHNTSAPAHWGELKDDNFTGPNQTSSNSTLPQLDVTRAISVGLVLGAFILFAIVGNILVILSVACNRHLRTPTNYFIVNLAIADLLLSFTVLPFSATLEVLGYWVLGRIFCDIWAAVDVLCCTASILSLCAISIDRYIGVRYSLQYPTLVTRRKAILALLSVWVLSTVISIGPLLGWKEPAPNDDKECGVTEEPFYALFSSLGSFYIPLAVILVMYCRVYIVAKRTTKNLEAGVMKEMSNSKELTLRIHSKNFHEDTLSSTKAKGHNPRSSIAVKLFKFSREKKAAKTLGIVVGMFILCWLPFFIALPLGSLFSTLKPPDAVFKVVFWLGYFNSCLNPIIYPCSSKEFKRAFMRILGCQCRGGRRRRRRRRLGACAYTYRPWTRGGSLERSQSRKDSLDDSGSCMSGTQRTLPSASPSPGYLGRGTQPPVELCAFPEWKPGALLSLPEPPGRRGRLDSGPLFTFKLLGDPESPGTEGDTSNGGCDTTTDLANG.... The pKi is 9.6. (3) The compound is CCCCCCCCC#Cc1ccc2c(c1OC)C[C@@H](CO)NC(=O)[C@H](C(C)C)N2C. The target protein (Q9R1K8) has sequence MGTLGKAREAPRKPCHGSRAGPKGRLEAKSTNSPLPAQPSLAQITQFRMMVSLGHLAKGASLDDLIDSCIQSFDADGNLCRSNQLLQVMLTMHRIIISSAELLQKLMNLYKDALEKNSPGICLKICYFVRYWITEFWIMFKMDASLTSTMEEFQDLVKANGEESHCHLIDTTQINSRDWSRKLTQRIKSNTSKKRKVSLLFDHLEPEELSEHLTYLEFKSFRRISFSDYQNYLVNSCVKENPTMERSIALCNGISQWVQLMVLSRPTPQLRAEVFIKFIHVAQKLHQLQNFNTLMAVIGGLCHSSISRLKETSSHVPHEINKVLGEMTELLSSCRNYDNYRRAYGECTHFKIPILGVHLKDLISLYEAMPDYLEDGKVNVQKLLALYNHINELVQLQDVAPPLDANKDLVHLLTLSLDLYYTEDEIYELSYAREPRNHRAPPLTPSKPPVVVDWASGVSPKPDPKTISKHVQRMVDSVFKNYDLDQDGYISQEEFEKIAA.... The pKi is 7.8. (4) The compound is O=c1[nH]c(=O)c2[nH]c(=O)n(C[C@@H](O)[C@H](O)[C@H](O)CO[C@H]3O[C@H](CO)[C@H](O)[C@H](O)[C@H]3O)c2[nH]1. The target protein (P16442) has sequence MAEVLRTLAGKPKCHALRPMILFLIMLVLVLFGYGVLSPRSLMPGSLERGFCMAVREPDHLQRVSLPRMVYPQPKVLTPCRKDVLVVTPWLAPIVWEGTFNIDILNEQFRLQNTTIGLTVFAIKKYVAFLKLFLETAEKHFMVGHRVHYYVFTDQPAAVPRVTLGTGRQLSVLEVRAYKRWQDVSMRRMEMISDFCERRFLSEVDYLVCVDVDMEFRDHVGVEILTPLFGTLHPGFYGSSREAFTYERRPQSQAYIPKDEGDFYYLGGFFGGSVQEVQRLTRACHQAMMVDQANGIEAVWHDESHLNKYLLRHKPTKVLSPEYLWDQQLLGWPAVLRKLRFTAVPKNHQAVRNP. The pKi is 3.9. (5) The drug is CC(=O)c1cccnc1. The target protein (P53184) has sequence MKTLIVVDMQNDFISPLGSLTVPKGEELINPISDLMQDADRDWHRIVVTRDWHPSRHISFAKNHKDKEPYSTYTYHSPRPGDDSTQEGILWPVHCVKNTWGSQLVDQIMDQVVTKHIKIVDKGFLTDREYYSAFHDIWNFHKTDMNKYLEKHHTDEVYIVGVALEYCVKATAISAAELGYKTTVLLDYTRPISDDPEVINKVKEELKAHNINVVDK. The pKi is 4.3.